From a dataset of Reaction yield outcomes from USPTO patents with 853,638 reactions. Predict the reaction yield, written as a fraction of the theoretical maximum amount of product (1.0 means a 100% yield; for example, 0.34 means a 34% yield). The reactants are Br[C:2]1[CH:7]=[CH:6][C:5]([NH:8][C:9]([CH3:12])([CH3:11])[CH3:10])=[C:4]([N+:13]([O-:15])=[O:14])[CH:3]=1.[B:16]1([B:16]2[O:20][C:19]([CH3:22])([CH3:21])[C:18]([CH3:24])([CH3:23])[O:17]2)[O:20][C:19]([CH3:22])([CH3:21])[C:18]([CH3:24])([CH3:23])[O:17]1.CC([O-])=O.[K+]. The catalyst is O1CCOCC1. The product is [C:9]([NH:8][C:5]1[CH:6]=[CH:7][C:2]([B:16]2[O:20][C:19]([CH3:22])([CH3:21])[C:18]([CH3:24])([CH3:23])[O:17]2)=[CH:3][C:4]=1[N+:13]([O-:15])=[O:14])([CH3:12])([CH3:11])[CH3:10]. The yield is 0.510.